This data is from Experimentally validated miRNA-target interactions with 360,000+ pairs, plus equal number of negative samples. The task is: Binary Classification. Given a miRNA mature sequence and a target amino acid sequence, predict their likelihood of interaction. Result: 1 (interaction). The protein sequence of the target gene is MAAAEPASSGQQAPAGQGQGQRPPPQPPQAQAPQPPPPPQLGGAGGGSSRHEKSLGLLTTKFVSLLQEAKDGVLDLKAAADTLAVRQKRRIYDITNVLEGIDLIEKKSKNSIQWKGVGAGCNTKEVIDRLRYLKAEIEDLELKERELDQQKLWLQQSIKNVMDDSINNRFSYVTHEDICNCFNGDTLLAIQAPSGTQLEVPIPEMGQNGQKKYQINLKSHSGPIHVLLINKESSSSKPVVFPVPPPDDLTQPSSQSLTPVTPQKSSMATQNLPEQHVSERSQALQQTSATDISSAGSISG.... The miRNA is hsa-miR-20b-5p with sequence CAAAGUGCUCAUAGUGCAGGUAG.